This data is from NCI-60 drug combinations with 297,098 pairs across 59 cell lines. The task is: Regression. Given two drug SMILES strings and cell line genomic features, predict the synergy score measuring deviation from expected non-interaction effect. (1) Drug 1: C1CCC(C1)C(CC#N)N2C=C(C=N2)C3=C4C=CNC4=NC=N3. Drug 2: CC12CCC3C(C1CCC2OP(=O)(O)O)CCC4=C3C=CC(=C4)OC(=O)N(CCCl)CCCl.[Na+]. Cell line: NCI-H460. Synergy scores: CSS=-0.519, Synergy_ZIP=-1.72, Synergy_Bliss=-2.93, Synergy_Loewe=-3.48, Synergy_HSA=-3.41. (2) Drug 1: C1CC2CC3=C(CC1C24CN(S(=O)(=O)N4)CC(F)(F)F)C=CC(=C3)C=CCN5CCC(CC5)C(F)(F)F. Drug 2: C1=CN(C(=O)N=C1N)C2C(C(C(O2)CO)O)(F)F. Cell line: OVCAR3. Synergy scores: CSS=39.9, Synergy_ZIP=-11.4, Synergy_Bliss=-13.8, Synergy_Loewe=-18.4, Synergy_HSA=-5.16. (3) Drug 1: C1CC(C1)(C2=CC=C(C=C2)C3=C(C=C4C(=N3)C=CN5C4=NNC5=O)C6=CC=CC=C6)N. Drug 2: CCC1=C2N=C(C=C(N2N=C1)NCC3=C[N+](=CC=C3)[O-])N4CCCCC4CCO. Cell line: HT29. Synergy scores: CSS=61.4, Synergy_ZIP=3.39, Synergy_Bliss=3.62, Synergy_Loewe=3.21, Synergy_HSA=5.39. (4) Drug 1: CC1=CC=C(C=C1)C2=CC(=NN2C3=CC=C(C=C3)S(=O)(=O)N)C(F)(F)F. Drug 2: CC(C)NC(=O)C1=CC=C(C=C1)CNNC.Cl. Cell line: MDA-MB-435. Synergy scores: CSS=-0.0435, Synergy_ZIP=3.58, Synergy_Bliss=4.58, Synergy_Loewe=3.29, Synergy_HSA=1.57. (5) Drug 1: C1=C(C(=O)NC(=O)N1)N(CCCl)CCCl. Drug 2: C1CN(CCN1C(=O)CCBr)C(=O)CCBr. Cell line: M14. Synergy scores: CSS=33.4, Synergy_ZIP=6.72, Synergy_Bliss=10.3, Synergy_Loewe=6.10, Synergy_HSA=6.32.